Dataset: Reaction yield outcomes from USPTO patents with 853,638 reactions. Task: Predict the reaction yield, written as a fraction of the theoretical maximum amount of product (1.0 means a 100% yield; for example, 0.34 means a 34% yield). (1) The reactants are [NH2:1][CH2:2][C:3]1[N:4]([CH2:22][CH:23]([CH3:25])[CH3:24])[C:5](=[O:21])[C:6]2[C:11]([C:12]=1[C:13]1[CH:18]=[CH:17][CH:16]=[CH:15][CH:14]=1)=[CH:10][C:9]([S:19][CH3:20])=[CH:8][CH:7]=2.S(=O)(=O)(O)[OH:27].OOS([O-])=O.[K+].C(=O)([O-])O.[Na+]. The catalyst is O.CO. The product is [NH2:1][CH2:2][C:3]1[N:4]([CH2:22][CH:23]([CH3:25])[CH3:24])[C:5](=[O:21])[C:6]2[C:11]([C:12]=1[C:13]1[CH:18]=[CH:17][CH:16]=[CH:15][CH:14]=1)=[CH:10][C:9]([S:19]([CH3:20])=[O:27])=[CH:8][CH:7]=2. The yield is 0.420. (2) The reactants are Br[C:2]1[CH:3]=[C:4]([NH:9][CH:10]([CH3:12])[CH3:11])[C:5]([Cl:8])=[N:6][CH:7]=1.CC1(C)C(C)(C)OB([C:21]2[CH:33]=[CH:32][C:24]3[N:25]=[C:26]([NH:28][C:29](=[O:31])[CH3:30])[S:27][C:23]=3[CH:22]=2)O1.C(=O)([O-])[O-].[K+].[K+]. The catalyst is COCCOC.O. The product is [Cl:8][C:5]1[N:6]=[CH:7][C:2]([C:21]2[CH:33]=[CH:32][C:24]3[N:25]=[C:26]([NH:28][C:29](=[O:31])[CH3:30])[S:27][C:23]=3[CH:22]=2)=[CH:3][C:4]=1[NH:9][CH:10]([CH3:12])[CH3:11]. The yield is 0.350. (3) The reactants are Cl.Cl.[F:3][C:4]([F:28])([F:27])[C:5]1[CH:6]=[CH:7][C:8]([C:11]2[CH:12]=[C:13]([C@H:17]3[CH2:21][C:20]4([CH2:26][CH2:25][NH:24][CH2:23][CH2:22]4)[O:19][CH2:18]3)[CH:14]=[CH:15][CH:16]=2)=[N:9][CH:10]=1.[CH3:29][C:30]1[C:34]([CH3:35])=[C:33]([NH:36][C:37](=O)[O:38]C2C=CC=CC=2)[O:32][N:31]=1.CCN(C(C)C)C(C)C. The catalyst is C(#N)C. The product is [CH3:29][C:30]1[C:34]([CH3:35])=[C:33]([NH:36][C:37]([N:24]2[CH2:23][CH2:22][C:20]3([O:19][CH2:18][C@@H:17]([C:13]4[CH:14]=[CH:15][CH:16]=[C:11]([C:8]5[CH:7]=[CH:6][C:5]([C:4]([F:3])([F:27])[F:28])=[CH:10][N:9]=5)[CH:12]=4)[CH2:21]3)[CH2:26][CH2:25]2)=[O:38])[O:32][N:31]=1. The yield is 0.920. (4) The reactants are [I:1][C:2]1[N:3]=[C:4]([C@@H:8]2[CH2:12][CH2:11][C@H:10]([CH3:13])[N:9]2[C:14]([O:16][C:17]([CH3:20])([CH3:19])[CH3:18])=[O:15])[NH:5][C:6]=1I.S([O-])([O-])(=O)=S.[Na+].[Na+]. The catalyst is C(O)C.O. The product is [I:1][C:2]1[NH:3][C:4]([C@@H:8]2[CH2:12][CH2:11][C@H:10]([CH3:13])[N:9]2[C:14]([O:16][C:17]([CH3:18])([CH3:20])[CH3:19])=[O:15])=[N:5][CH:6]=1. The yield is 0.730.